This data is from Full USPTO retrosynthesis dataset with 1.9M reactions from patents (1976-2016). The task is: Predict the reactants needed to synthesize the given product. (1) Given the product [F:21][C:14]1[CH:13]=[C:12]2[C:17]([C:18](=[O:20])[CH:19]=[C:10]([C:8]([NH:7][CH:4]3[CH2:3][CH2:2][N:1]([CH:22]([C:25]4[CH:37]=[CH:36][C:28]5[N:29]([CH2:33][CH2:34][CH3:35])[C:30](=[O:32])[S:31][C:27]=5[CH:26]=4)[CH3:23])[CH2:6][CH2:5]3)=[O:9])[O:11]2)=[CH:16][CH:15]=1, predict the reactants needed to synthesize it. The reactants are: [NH:1]1[CH2:6][CH2:5][CH:4]([NH:7][C:8]([C:10]2[O:11][C:12]3[C:17]([C:18](=[O:20])[CH:19]=2)=[CH:16][CH:15]=[C:14]([F:21])[CH:13]=3)=[O:9])[CH2:3][CH2:2]1.[C:22]([C:25]1[CH:37]=[CH:36][C:28]2[N:29]([CH2:33][CH2:34][CH3:35])[C:30](=[O:32])[S:31][C:27]=2[CH:26]=1)(=O)[CH3:23].C1COCC1.C([BH3-])#N.[Na+]. (2) Given the product [F:1][C:2]([F:19])([F:20])[O:3][C:4]1[CH:5]=[CH:6][C:7]([CH2:8][CH:9]([CH2:15][CH3:16])[C:10]([OH:12])=[O:11])=[CH:17][CH:18]=1, predict the reactants needed to synthesize it. The reactants are: [F:1][C:2]([F:20])([F:19])[O:3][C:4]1[CH:18]=[CH:17][C:7]([CH:8]=[C:9]([CH2:15][CH3:16])[C:10]([O:12]CC)=[O:11])=[CH:6][CH:5]=1. (3) Given the product [ClH:1].[CH2:37]([N:30]1[CH2:31][CH2:32][N:28]([C:24]2[CH:25]=[CH:26][CH:27]=[C:22]([CH2:21][CH2:20][N:17]3[CH2:18][CH2:19][N:14]([C:10]4[CH:9]=[CH:8][CH:7]=[C:6]5[C:11]=4[CH:12]=[CH:13][C:4]([CH3:3])=[N:5]5)[CH2:15][CH2:16]3)[CH:23]=2)[C:29]1=[O:33])[CH3:38], predict the reactants needed to synthesize it. The reactants are: [ClH:1].Cl.[CH3:3][C:4]1[CH:13]=[CH:12][C:11]2[C:6](=[CH:7][CH:8]=[CH:9][C:10]=2[N:14]2[CH2:19][CH2:18][N:17]([CH2:20][CH2:21][C:22]3[CH:23]=[C:24]([N:28]4[CH2:32][CH2:31][NH:30][C:29]4=[O:33])[CH:25]=[CH:26][CH:27]=3)[CH2:16][CH2:15]2)[N:5]=1.[H-].[Na+].I[CH2:37][CH3:38].